Dataset: Catalyst prediction with 721,799 reactions and 888 catalyst types from USPTO. Task: Predict which catalyst facilitates the given reaction. (1) Reactant: [Li][CH2:2][CH2:3][CH2:4][CH3:5].[C:6]([O:9][CH2:10][C:11]1[CH:16]=[CH:15][CH:14]=[C:13]([CH:17]=O)[C:12]=1[Br:19])(=[O:8])[CH3:7]. Product: [C:6]([O:9][CH2:10][C:11]1[CH:16]=[CH:15][CH:14]=[C:13](/[CH:17]=[CH:12]/[CH2:11][CH2:10][O:9][CH:6]2[CH2:5][CH2:4][CH2:3][CH2:2][O:8]2)[C:12]=1[Br:19])(=[O:8])[CH3:7]. The catalyst class is: 1. (2) Reactant: C[O:2][C:3]1[CH:4]=[C:5]2[C:9](=[CH:10][CH:11]=1)[CH2:8][CH:7]([N:12]1[C:20](=[O:21])[C:19]3[C:14](=[CH:15][CH:16]=[CH:17][CH:18]=3)[C:13]1=[O:22])[CH2:6]2.B(Br)(Br)Br.C(Cl)Cl. Product: [OH:2][C:3]1[CH:4]=[C:5]2[C:9](=[CH:10][CH:11]=1)[CH2:8][CH:7]([N:12]1[C:20](=[O:21])[C:19]3[C:14](=[CH:15][CH:16]=[CH:17][CH:18]=3)[C:13]1=[O:22])[CH2:6]2. The catalyst class is: 2. (3) Reactant: [F:1][C:2]1[CH:7]=[C:6]([F:8])[CH:5]=[CH:4][C:3]=1[C:9]1[N:10]2[C:15]([CH:16]=[CH:17][C:18]=1[CH2:19][OH:20])=[C:14]([C:21]1[C:26]([F:27])=[CH:25][CH:24]=[CH:23][C:22]=1[F:28])[C:13](=[O:29])[CH:12]=[CH:11]2.CC(C)=[O:32].OS(O)(=O)=O.O=[Cr](=O)=O. Product: [F:1][C:2]1[CH:7]=[C:6]([F:8])[CH:5]=[CH:4][C:3]=1[C:9]1[N:10]2[C:15]([CH:16]=[CH:17][C:18]=1[C:19]([OH:32])=[O:20])=[C:14]([C:21]1[C:22]([F:28])=[CH:23][CH:24]=[CH:25][C:26]=1[F:27])[C:13](=[O:29])[CH:12]=[CH:11]2. The catalyst class is: 65. (4) Reactant: Br[CH2:2][CH2:3][CH2:4][CH2:5][CH2:6][CH2:7][CH2:8][CH2:9][CH2:10][CH2:11][CH2:12][CH2:13][CH2:14][CH3:15].[CH3:16][C:17]1[CH:22]=[CH:21][CH:20]=[C:19]([CH3:23])[C:18]=1[OH:24].C([O-])([O-])=O.[K+].[K+]. Product: [CH2:2]([O:24][C:18]1[C:19]([CH3:23])=[CH:20][CH:21]=[CH:22][C:17]=1[CH3:16])[CH2:3][CH2:4][CH2:5][CH2:6][CH2:7][CH2:8][CH2:9][CH2:10][CH2:11][CH2:12][CH2:13][CH2:14][CH3:15]. The catalyst class is: 23. (5) Reactant: [O:1]1[CH:5]=[CH:4][CH:3]=[C:2]1[C:6]1[C:7]2[NH:15][N:14]=[N:13][C:8]=2[N:9]=[C:10]([NH2:12])[N:11]=1.Br[CH2:17][C:18]([C:20]1[CH:25]=[CH:24][CH:23]=[CH:22][CH:21]=1)=[O:19].C(N(CC)CC)C. Product: [NH2:12][C:10]1[N:11]=[C:6]([C:2]2[O:1][CH:5]=[CH:4][CH:3]=2)[C:7]2[N:15]=[N:14][N:13]([CH2:17][C:18]([C:20]3[CH:25]=[CH:24][CH:23]=[CH:22][CH:21]=3)=[O:19])[C:8]=2[N:9]=1. The catalyst class is: 6. (6) Reactant: Cl[C:2]1[N:13]=[C:12]([NH:14][CH:15]2[CH2:20][CH2:19][CH:18]([N:21]([CH3:23])[CH3:22])[CH2:17][CH2:16]2)[C:11]2[C:10]3[CH2:9][CH2:8][CH2:7][C:6]=3[S:5][C:4]=2[N:3]=1.[NH2:24][C:25]1[CH:30]=[CH:29][CH:28]=[CH:27][CH:26]=1.CC1(C)C2C(=C(P(C3C=CC=CC=3)C3C=CC=CC=3)C=CC=2)OC2C(P(C3C=CC=CC=3)C3C=CC=CC=3)=CC=CC1=2. Product: [CH3:22][N:21]([CH3:23])[CH:18]1[CH2:19][CH2:20][CH:15]([NH:14][C:12]2[C:11]3[C:10]4[CH2:9][CH2:8][CH2:7][C:6]=4[S:5][C:4]=3[N:3]=[C:2]([NH:24][C:25]3[CH:30]=[CH:29][CH:28]=[CH:27][CH:26]=3)[N:13]=2)[CH2:16][CH2:17]1. The catalyst class is: 62. (7) Reactant: [NH:1]1[CH2:6][CH2:5][NH:4][CH2:3][CH2:2]1.[C:7](OC)(=[O:14])[C:8]1[CH:13]=[CH:12][CH:11]=[CH:10][CH:9]=1. Product: [C:7]([N:1]1[CH2:6][CH2:5][NH:4][CH2:3][CH2:2]1)(=[O:14])[C:8]1[CH:13]=[CH:12][CH:11]=[CH:10][CH:9]=1. The catalyst class is: 2. (8) Reactant: [CH3:1][C:2]1([CH3:15])[C:7](=[O:8])[NH:6][C:5]2[CH:9]=[C:10]([CH3:14])[CH:11]=[C:12]([CH3:13])[C:4]=2[O:3]1.C(=O)([O-])[O-].[K+].[K+].[C:22]([O:26][CH3:27])(=[O:25])[CH:23]=[CH2:24].C(O)(=O)CC(CC(O)=O)(C(O)=O)O. Product: [CH3:27][O:26][C:22](=[O:25])[CH2:23][CH2:24][N:6]1[C:5]2[CH:9]=[C:10]([CH3:14])[CH:11]=[C:12]([CH3:13])[C:4]=2[O:3][C:2]([CH3:15])([CH3:1])[C:7]1=[O:8]. The catalyst class is: 9. (9) Reactant: Cl.C(OC(=O)[NH:8][C:9]1[C:14]([CH:15]=[O:16])=[CH:13][CH:12]=[C:11]([O:17][CH3:18])[N:10]=1)(C)(C)C. Product: [NH2:8][C:9]1[C:14]([CH:15]=[O:16])=[CH:13][CH:12]=[C:11]([O:17][CH3:18])[N:10]=1. The catalyst class is: 12. (10) The catalyst class is: 25. Reactant: [CH2:1]([O:8][C:9]([NH:11][CH:12]1[C:21]2[C:16](=[CH:17][CH:18]=[C:19]([C:22]([O:24][CH2:25][CH3:26])=[O:23])[CH:20]=2)[NH:15][CH:14]([CH3:27])[CH:13]1[CH3:28])=[O:10])[C:2]1[CH:7]=[CH:6][CH:5]=[CH:4][CH:3]=1.[C:29](OC(=O)C)(=[O:31])[CH3:30].[OH-].[Na+]. Product: [C:29]([N:15]1[C:16]2[C:21](=[CH:20][C:19]([C:22]([O:24][CH2:25][CH3:26])=[O:23])=[CH:18][CH:17]=2)[CH:12]([NH:11][C:9]([O:8][CH2:1][C:2]2[CH:7]=[CH:6][CH:5]=[CH:4][CH:3]=2)=[O:10])[CH:13]([CH3:28])[CH:14]1[CH3:27])(=[O:31])[CH3:30].